Dataset: Reaction yield outcomes from USPTO patents with 853,638 reactions. Task: Predict the reaction yield, written as a fraction of the theoretical maximum amount of product (1.0 means a 100% yield; for example, 0.34 means a 34% yield). (1) The reactants are C(C1C=CC(C(NC2C=CC(C3SC(CCC(O)=O)=NC=3)=CC=2)=O)=CC=1)(C)(C)C.[CH2:30]([C:35]1[CH:60]=[CH:59][C:38]([C:39]([NH:41][C:42]2[CH:47]=[CH:46][C:45]([C:48]3[S:52][C:51]([CH2:53][CH2:54][C:55]([O:57]C)=[O:56])=[N:50][CH:49]=3)=[CH:44][CH:43]=2)=[O:40])=[CH:37][CH:36]=1)[CH2:31][CH2:32][CH2:33][CH3:34]. No catalyst specified. The product is [CH2:30]([C:35]1[CH:60]=[CH:59][C:38]([C:39]([NH:41][C:42]2[CH:47]=[CH:46][C:45]([C:48]3[S:52][C:51]([CH2:53][CH2:54][C:55]([OH:57])=[O:56])=[N:50][CH:49]=3)=[CH:44][CH:43]=2)=[O:40])=[CH:37][CH:36]=1)[CH2:31][CH2:32][CH2:33][CH3:34]. The yield is 0.620. (2) The reactants are [CH3:1][O:2][C:3](=[O:13])/[C:4](/[N:10](C)[NH2:11])=[CH:5]\[C:6](OC)=[O:7].[C:14]1([CH3:24])[CH:19]=CC(S(O)(=O)=O)=CC=1.[C:25]1([CH3:32])C(C)=CC=C[CH:30]=1. No catalyst specified. The product is [CH3:1][O:2][C:3]([C:4]1[CH:5]=[C:6]([OH:7])[N:11]([CH3:14])[N:10]=1)=[O:13].[CH:25]([O:2][CH:14]([CH3:19])[CH3:24])([CH3:32])[CH3:30]. The yield is 0.740. (3) The product is [CH3:2][C:3]1[C:7]([CH2:8][N:9]2[CH:13]=[C:12]([N:14]3[C:20](=[O:21])[CH:19]([CH2:25][CH:26]([CH3:28])[CH3:27])[NH:16][C:17]3=[O:18])[CH:11]=[N:10]2)=[C:6]([CH3:15])[O:5][N:4]=1. No catalyst specified. The reactants are Cl.[CH3:2][C:3]1[C:7]([CH2:8][N:9]2[CH:13]=[C:12]([NH2:14])[CH:11]=[N:10]2)=[C:6]([CH3:15])[O:5][N:4]=1.[N:16]([CH:19]([CH2:25][CH:26]([CH3:28])[CH3:27])[C:20](OCC)=[O:21])=[C:17]=[O:18]. The yield is 0.500. (4) The reactants are C([N:4]1[C:12]2[C:7](=[CH:8][C:9]([C:13]([O:15][CH3:16])=[O:14])=[CH:10][CH:11]=2)[CH:6]=[N:5]1)(=O)C.Cl. The catalyst is CO. The product is [NH:4]1[C:12]2[C:7](=[CH:8][C:9]([C:13]([O:15][CH3:16])=[O:14])=[CH:10][CH:11]=2)[CH:6]=[N:5]1. The yield is 0.960. (5) The reactants are [CH3:1][O:2][CH2:3][CH2:4][O:5][C:6]1[CH:11]=[CH:10][C:9]([NH:12]C(=O)C)=[CH:8][C:7]=1[C:16]1[N:17]([CH3:21])[N:18]=[CH:19][CH:20]=1.[OH-].[Na+]. The catalyst is CO.O. The product is [CH3:1][O:2][CH2:3][CH2:4][O:5][C:6]1[CH:11]=[CH:10][C:9]([NH2:12])=[CH:8][C:7]=1[C:16]1[N:17]([CH3:21])[N:18]=[CH:19][CH:20]=1. The yield is 0.930. (6) The yield is 0.740. The catalyst is C(Cl)(Cl)Cl. The product is [C:12]([C:16]1[CH:17]=[CH:18][C:19]([S:22][CH2:3][CH2:4][NH2:5])=[CH:20][CH:21]=1)([CH3:15])([CH3:13])[CH3:14]. The reactants are Cl.Cl[CH2:3][CH2:4][NH2:5].C([O-])([O-])=O.[K+].[K+].[C:12]([C:16]1[CH:21]=[CH:20][C:19]([SH:22])=[CH:18][CH:17]=1)([CH3:15])([CH3:14])[CH3:13]. (7) The reactants are [CH:1]([C:3]1[CH:11]=[CH:10][CH:9]=[C:8]2[C:4]=1[C:5]([C:16]([OH:18])=O)=[CH:6][N:7]2[CH2:12][CH2:13][O:14][CH3:15])=[O:2].CCN(CC)CC.Cl.[F:27][C:28]([F:47])([F:46])[C:29]([NH:31][CH2:32][C:33]1[CH:38]=[CH:37][C:36]([F:39])=[C:35]([CH:40]2[CH2:45][CH2:44][NH:43][CH2:42][CH2:41]2)[CH:34]=1)=[O:30].CCN=C=NCCCN(C)C. The catalyst is C(Cl)Cl. The product is [F:46][C:28]([F:27])([F:47])[C:29]([NH:31][CH2:32][C:33]1[CH:38]=[CH:37][C:36]([F:39])=[C:35]([CH:40]2[CH2:45][CH2:44][N:43]([C:16]([C:5]3[C:4]4[C:8](=[CH:9][CH:10]=[CH:11][C:3]=4[CH:1]=[O:2])[N:7]([CH2:12][CH2:13][O:14][CH3:15])[CH:6]=3)=[O:18])[CH2:42][CH2:41]2)[CH:34]=1)=[O:30]. The yield is 0.570.